Dataset: Reaction yield outcomes from USPTO patents with 853,638 reactions. Task: Predict the reaction yield, written as a fraction of the theoretical maximum amount of product (1.0 means a 100% yield; for example, 0.34 means a 34% yield). (1) The catalyst is CO.C(OCC)(=O)C. The yield is 0.600. The product is [F:1][C:2]1[CH:7]=[CH:6][C:5]([C:8]2[CH:9]=[CH:10][C:11]([CH:14]([OH:16])[CH3:15])=[N:12][CH:13]=2)=[CH:4][CH:3]=1. The reactants are [F:1][C:2]1[CH:7]=[CH:6][C:5]([C:8]2[CH:9]=[CH:10][C:11]([C:14](=[O:16])[CH3:15])=[N:12][CH:13]=2)=[CH:4][CH:3]=1.[BH4-].[Na+]. (2) The reactants are [F:1][C:2]1[CH:7]=[CH:6][CH:5]=[C:4]([F:8])[C:3]=1[N:9]1[C:14]2[N:15]=[C:16](S(C)=O)[N:17]=[C:18]([C:19]3[CH:20]=[C:21]([CH:28]=[CH:29][C:30]=3[CH3:31])[C:22]([NH:24][CH2:25][CH2:26][CH3:27])=[O:23])[C:13]=2[CH2:12][NH:11][C:10]1=[O:35].[N:36]1([CH:42]2[CH2:47][CH2:46][NH:45][CH2:44][CH2:43]2)[CH2:41][CH2:40][CH2:39][CH2:38][CH2:37]1. The catalyst is C(Cl)Cl. The product is [N:36]1([CH:42]2[CH2:47][CH2:46][N:45]([C:16]3[N:17]=[C:18]([C:19]4[CH:20]=[C:21]([CH:28]=[CH:29][C:30]=4[CH3:31])[C:22]([NH:24][CH2:25][CH2:26][CH3:27])=[O:23])[C:13]4[CH2:12][NH:11][C:10](=[O:35])[N:9]([C:3]5[C:2]([F:1])=[CH:7][CH:6]=[CH:5][C:4]=5[F:8])[C:14]=4[N:15]=3)[CH2:44][CH2:43]2)[CH2:41][CH2:40][CH2:39][CH2:38][CH2:37]1. The yield is 0.630. (3) The reactants are [CH:1]1([C@H:4]2[C@H:13]([CH3:14])[C@@H:12]([NH:15][C:16](=[O:25])[O:17][CH2:18][C:19]3[CH:24]=[CH:23][CH:22]=[CH:21][CH:20]=3)[C:11]3[C:6](=[CH:7][CH:8]=[C:9]([O:26][CH3:27])[CH:10]=3)[NH:5]2)[CH2:3][CH2:2]1.[C:28](Cl)(=[O:30])[CH3:29].CCN(C(C)C)C(C)C.C([O-])(O)=O.[Na+]. The catalyst is CC1CCCO1.C(OCC)(=O)C. The product is [C:28]([N:5]1[C:6]2[C:11](=[CH:10][C:9]([O:26][CH3:27])=[CH:8][CH:7]=2)[C@H:12]([NH:15][C:16](=[O:25])[O:17][CH2:18][C:19]2[CH:24]=[CH:23][CH:22]=[CH:21][CH:20]=2)[C@@H:13]([CH3:14])[C@@H:4]1[CH:1]1[CH2:3][CH2:2]1)(=[O:30])[CH3:29]. The yield is 0.690. (4) The reactants are [N:1]1([C:7]2[CH:12]=[CH:11][C:10]([NH2:13])=[CH:9][CH:8]=2)[CH2:6][CH2:5][O:4][CH2:3][CH2:2]1.[CH:14](O)=O. The catalyst is O. The product is [CH3:14][NH:13][C:10]1[CH:9]=[CH:8][C:7]([N:1]2[CH2:2][CH2:3][O:4][CH2:5][CH2:6]2)=[CH:12][CH:11]=1. The yield is 0.930.